From a dataset of Reaction yield outcomes from USPTO patents with 853,638 reactions. Predict the reaction yield, written as a fraction of the theoretical maximum amount of product (1.0 means a 100% yield; for example, 0.34 means a 34% yield). The reactants are FC(F)(F)S(O[C:7]1[CH:12]=[CH:11][C:10]([C@H:13]2[CH2:18][CH2:17][C@H:16]([CH2:19][C:20]([O:22][CH3:23])=[O:21])[CH2:15][CH2:14]2)=[CH:9][CH:8]=1)(=O)=O.[NH2:26][CH2:27][CH2:28][C:29]([O:31][CH2:32][CH3:33])=[O:30].C(=O)([O-])[O-].[Cs+].[Cs+].C1(P(C2CCCCC2)C2C=CC=CC=2C2C(CCC)=CC(CCC)=CC=2CCC)CCCCC1.CCN(C(C)C)C(C)C. The catalyst is C1(C)C=CC=CC=1.C([O-])(=O)C.[Pd+2].C([O-])(=O)C. The product is [CH3:23][O:22][C:20](=[O:21])[CH2:19][C@H:16]1[CH2:17][CH2:18][C@H:13]([C:10]2[CH:11]=[CH:12][C:7]([NH:26][CH2:27][CH2:28][C:29]([O:31][CH2:32][CH3:33])=[O:30])=[CH:8][CH:9]=2)[CH2:14][CH2:15]1. The yield is 0.570.